Dataset: Catalyst prediction with 721,799 reactions and 888 catalyst types from USPTO. Task: Predict which catalyst facilitates the given reaction. (1) Reactant: [Br:1][C:2]1[CH:3]=[C:4]([CH:16]=[CH:17][CH:18]=1)[CH2:5][O:6][CH2:7][C:8]1[O:12][N:11]=[C:10]([C:13]([OH:15])=O)[CH:9]=1.C(N(CC)CC)C.Cl.C(N=C=NCCCN(C)C)C.ON1C2C=CC=CC=2N=N1.[O:48]1[CH2:53][CH2:52][CH:51]([CH2:54][NH2:55])[CH2:50][CH2:49]1. The catalyst class is: 408. Product: [O:48]1[CH2:53][CH2:52][CH:51]([CH2:54][NH:55][C:13]([C:10]2[CH:9]=[C:8]([CH2:7][O:6][CH2:5][C:4]3[CH:16]=[CH:17][CH:18]=[C:2]([Br:1])[CH:3]=3)[O:12][N:11]=2)=[O:15])[CH2:50][CH2:49]1. (2) Reactant: C(OC([N:8]1[CH2:13][CH:12]2[CH2:14][CH:9]1[CH2:10][N:11]2[C:15](=[O:21])[CH2:16][O:17]C(=O)C)=O)(C)(C)C.[ClH:22]. Product: [ClH:22].[CH:12]12[CH2:14][CH:9]([NH:8][CH2:13]1)[CH2:10][N:11]2[C:15](=[O:21])[CH2:16][OH:17]. The catalyst class is: 32. (3) Reactant: [N:1]1[CH2:2][CH2:3][CH2:4][C:5]=1[C:6]1[C:7]([O:13][CH3:14])=[N:8][CH:9]=[C:10]([F:12])[CH:11]=1.[BH4-].[Na+]. Product: [F:12][C:10]1[CH:11]=[C:6]([CH:5]2[CH2:4][CH2:3][CH2:2][NH:1]2)[C:7]([O:13][CH3:14])=[N:8][CH:9]=1. The catalyst class is: 24. (4) Reactant: [H-].[Na+].[C:3]([Si:7]([O:10][CH2:11][CH2:12][CH2:13]Br)([CH3:9])[CH3:8])([CH3:6])([CH3:5])[CH3:4].CN(C)C=O.[Br:20][C:21]1[N:26]=[CH:25][C:24]([CH:27]([C:29]2[C:34]([F:35])=[CH:33][CH:32]=[C:31]([F:36])[C:30]=2[F:37])[SH:28])=[C:23]([CH3:38])[CH:22]=1. Product: [Br:20][C:21]1[CH:22]=[C:23]([CH3:38])[C:24]([CH:27]([S:28][CH2:13][CH2:12][CH2:11][O:10][Si:7]([C:3]([CH3:4])([CH3:5])[CH3:6])([CH3:8])[CH3:9])[C:29]2[C:34]([F:35])=[CH:33][CH:32]=[C:31]([F:36])[C:30]=2[F:37])=[CH:25][N:26]=1. The catalyst class is: 6. (5) Reactant: [CH3:1][C:2]([CH3:32])([CH3:31])[C:3](=[O:30])[CH2:4][O:5][C:6]1[CH:11]=[CH:10][C:9]([C:12]([C:17]2[O:18][C:19]3[CH:25]=[CH:24][C:23]([C:26](O)=[O:27])=[CH:22][C:20]=3[N:21]=2)([CH2:15][CH3:16])[CH2:13][CH3:14])=[CH:8][C:7]=1[CH3:29].C(Cl)CCl.Cl.C[O:39][C:40](=[O:43])[CH2:41][NH2:42]. Product: [CH3:32][C:2]([CH3:1])([CH3:31])[C:3](=[O:30])[CH2:4][O:5][C:6]1[CH:11]=[CH:10][C:9]([C:12]([C:17]2[O:18][C:19]3[CH:25]=[CH:24][C:23]([C:26]([NH:42][CH2:41][C:40]([OH:39])=[O:43])=[O:27])=[CH:22][C:20]=3[N:21]=2)([CH2:13][CH3:14])[CH2:15][CH3:16])=[CH:8][C:7]=1[CH3:29]. The catalyst class is: 142.